From a dataset of Peptide-MHC class I binding affinity with 185,985 pairs from IEDB/IMGT. Regression. Given a peptide amino acid sequence and an MHC pseudo amino acid sequence, predict their binding affinity value. This is MHC class I binding data. The peptide sequence is LFCASDAKAY. The MHC is HLA-A31:01 with pseudo-sequence HLA-A31:01. The binding affinity (normalized) is 0.116.